From a dataset of Reaction yield outcomes from USPTO patents with 853,638 reactions. Predict the reaction yield, written as a fraction of the theoretical maximum amount of product (1.0 means a 100% yield; for example, 0.34 means a 34% yield). (1) The reactants are [Br:1][C:2]1[CH:7]=[C:6]([F:8])[CH:5]=[C:4]([Br:9])[C:3]=1[NH:10][C:11]([NH2:13])=S.[OH-].[K+].O.O.O.C([O-])(=O)C.[Pb+2].C([O-])(=O)C.C(O)(=O)C. The catalyst is O. The product is [Br:1][C:2]1[CH:7]=[C:6]([F:8])[CH:5]=[C:4]([Br:9])[C:3]=1[NH:10][C:11]#[N:13]. The yield is 0.630. (2) The reactants are [CH3:1][C:2]1[S:3][C:4]2[CH:10]=[C:9]([CH3:11])[CH:8]=[CH:7][C:5]=2[N:6]=1.[Br:12][CH2:13][CH2:14][OH:15]. The catalyst is C(OCC)(=O)C. The product is [Br-:12].[OH:15][CH2:14][CH2:13][N+:6]1[C:5]2[CH:7]=[CH:8][C:9]([CH3:11])=[CH:10][C:4]=2[S:3][C:2]=1[CH3:1]. The yield is 0.610. (3) The reactants are C[O:2][C:3]([C:5]1[C:18]([NH:19][C:20]2[CH:25]=[CH:24][C:23]([Br:26])=[CH:22][C:21]=2[CH3:27])=[C:17]([F:28])[C:8]2[N:9]=[CH:10][N:11]([CH2:12][CH2:13][CH2:14][CH:15]=[CH2:16])[C:7]=2[CH:6]=1)=[O:4]. The catalyst is C1COCC1.CO.[OH-].[Na+]. The product is [Br:26][C:23]1[CH:24]=[CH:25][C:20]([NH:19][C:18]2[C:5]([C:3]([OH:4])=[O:2])=[CH:6][C:7]3[N:11]([CH2:12][CH2:13][CH2:14][CH:15]=[CH2:16])[CH:10]=[N:9][C:8]=3[C:17]=2[F:28])=[C:21]([CH3:27])[CH:22]=1. The yield is 1.00. (4) The reactants are CO[CH:3](OC)[CH2:4][C:5](=[C:7]([C:10]#[N:11])[C:8]#[N:9])[CH3:6].C[O:15]/C=C/C(=C(C#N)C#N)C.S(=O)(=O)(O)O. The catalyst is O. The product is [CH3:6][C:5]1[CH:4]=[CH:3][NH:9][C:8](=[O:15])[C:7]=1[C:10]#[N:11]. The yield is 0.750. (5) The reactants are O[CH2:2][CH:3]1[CH2:8][CH2:7][CH2:6][N:5]([C:9]2[CH:14]=[CH:13][CH:12]=[CH:11][C:10]=2[CH2:15][CH:16]([CH2:22][CH2:23][CH3:24])[C:17]([O:19][CH2:20][CH3:21])=[O:18])[CH2:4]1.[C:25]1(=[O:35])[NH:29][C:28](=[O:30])[C:27]2=[CH:31][CH:32]=[CH:33][CH:34]=[C:26]12. No catalyst specified. The product is [CH2:20]([O:19][C:17]([CH:16]([CH2:22][CH2:23][CH3:24])[CH2:15][C:10]1[CH:11]=[CH:12][CH:13]=[CH:14][C:9]=1[N:5]1[CH2:6][CH2:7][CH2:8][CH:3]([CH2:2][N:29]2[C:28](=[O:30])[C:27]3=[CH:31][CH:32]=[CH:33][CH:34]=[C:26]3[C:25]2=[O:35])[CH2:4]1)=[O:18])[CH3:21]. The yield is 0.800. (6) The product is [F:30][C:31]1[CH:36]=[C:35]([O:29][CH2:28][C:25]2[CH:24]=[CH:23][C:22]([CH2:21][N:12]([C:9]3[S:10][CH:11]=[C:7]([C:1]4[CH:2]=[CH:3][CH:4]=[CH:5][CH:6]=4)[N:8]=3)[CH2:13][CH2:14][C:15]3[CH:20]=[CH:19][CH:18]=[CH:17][N:16]=3)=[CH:27][CH:26]=2)[CH:34]=[CH:33][C:32]=1[CH2:38][CH2:39][C:40]([O:42][CH2:43][CH3:44])=[O:41]. No catalyst specified. The yield is 0.410. The reactants are [C:1]1([C:7]2[N:8]=[C:9]([N:12]([CH2:21][C:22]3[CH:27]=[CH:26][C:25]([CH2:28][OH:29])=[CH:24][CH:23]=3)[CH2:13][CH2:14][C:15]3[CH:20]=[CH:19][CH:18]=[CH:17][N:16]=3)[S:10][CH:11]=2)[CH:6]=[CH:5][CH:4]=[CH:3][CH:2]=1.[F:30][C:31]1[CH:36]=[C:35](O)[CH:34]=[CH:33][C:32]=1[CH2:38][CH2:39][C:40]([O:42][CH2:43][CH3:44])=[O:41].